From a dataset of Forward reaction prediction with 1.9M reactions from USPTO patents (1976-2016). Predict the product of the given reaction. (1) Given the reactants [Cl:1][C:2]1[S:6][C:5]([C:7]2[N:12]=[C:11](OS(C(F)(F)F)(=O)=O)[C:10]([CH2:21][CH3:22])=[C:9]([CH3:23])[N:8]=2)=[CH:4][CH:3]=1.[CH3:24][C:25]1([CH3:39])[C:29]([CH3:31])([CH3:30])[O:28][B:27]([C:32]2[CH:38]=[CH:37][C:35]([NH2:36])=[CH:34][CH:33]=2)[O:26]1.CS(C)=O, predict the reaction product. The product is: [Cl:1][C:2]1[S:6][C:5]([C:7]2[N:12]=[C:11]([NH:36][C:35]3[CH:34]=[CH:33][C:32]([B:27]4[O:28][C:29]([CH3:31])([CH3:30])[C:25]([CH3:39])([CH3:24])[O:26]4)=[CH:38][CH:37]=3)[C:10]([CH2:21][CH3:22])=[C:9]([CH3:23])[N:8]=2)=[CH:4][CH:3]=1. (2) The product is: [NH2:10][C:4]1[C:5]([C:8]([NH2:9])=[O:16])=[N:6][CH:7]=[C:2]([Cl:1])[CH:3]=1. Given the reactants [Cl:1][C:2]1[CH:3]=[C:4]([N+:10]([O-])=O)[C:5]([C:8]#[N:9])=[N:6][CH:7]=1.[OH-].[NH4+].S(S([O-])=O)([O-])=[O:16].[Na+].[Na+], predict the reaction product.